From a dataset of Reaction yield outcomes from USPTO patents with 853,638 reactions. Predict the reaction yield, written as a fraction of the theoretical maximum amount of product (1.0 means a 100% yield; for example, 0.34 means a 34% yield). (1) The reactants are [C:1]([C@@H:4]([NH:8][C:9]([C:11]1[N:12]=[C:13]([N:16]2[CH2:19][CH:18]([S:20][C:21]3[C@H:22]([CH3:52])[C@@H:23]4[C@@H:40]([C@H:41]([O:43][Si](C(C)(C)C)(C)C)[CH3:42])[C:39](=[O:51])[N:24]4[C:25]=3[C:26]([O:28][CH2:29][C:30]3[CH:35]=[CH:34][C:33]([N+:36]([O-:38])=[O:37])=[CH:32][CH:31]=3)=[O:27])[CH2:17]2)[S:14][CH:15]=1)=[O:10])[CH:5]([CH3:7])[CH3:6])(=[O:3])[NH2:2].C(O)(=O)C.[F-].C([N+](CCCC)(CCCC)CCCC)CCC.C(OCC)(=O)C. The catalyst is O1CCCC1.O. The product is [C:1]([C@@H:4]([NH:8][C:9]([C:11]1[N:12]=[C:13]([N:16]2[CH2:17][CH:18]([S:20][C:21]3[C@H:22]([CH3:52])[C@@H:23]4[C@@H:40]([C@H:41]([OH:43])[CH3:42])[C:39](=[O:51])[N:24]4[C:25]=3[C:26]([O:28][CH2:29][C:30]3[CH:31]=[CH:32][C:33]([N+:36]([O-:38])=[O:37])=[CH:34][CH:35]=3)=[O:27])[CH2:19]2)[S:14][CH:15]=1)=[O:10])[CH:5]([CH3:6])[CH3:7])(=[O:3])[NH2:2]. The yield is 0.480. (2) The reactants are [N:1]1[C:9]([NH:10][CH2:11][C:12]2[C:13](N(C)CCNC)=[N:14][C:15]3[C:20]([CH:21]=2)=[CH:19][CH:18]=[CH:17][C:16]=3[CH3:22])=[C:8]2[C:4]([NH:5][CH:6]=[N:7]2)=[N:3][CH:2]=1.[N:29]1([CH2:34][C:35]([OH:37])=O)[CH:33]=[CH:32][N:31]=[N:30]1.[CH3:38][CH2:39][N:40]([CH:44](C)C)C(C)C.[CH3:47][N:48](C(ON1N=NC2C=CC=NC1=2)=[N+](C)C)C.F[P-](F)(F)(F)(F)F. The catalyst is CN(C=O)C. The product is [N:1]1[C:9]([NH:10][CH2:11][C:12]2[C:13]([CH:39]([NH:40][CH3:44])[CH2:38][CH:34]([N:29]3[CH:33]=[CH:32][N:31]=[N:30]3)[C:35]([NH:48][CH3:47])=[O:37])=[N:14][C:15]3[C:20]([CH:21]=2)=[CH:19][CH:18]=[CH:17][C:16]=3[CH3:22])=[C:8]2[C:4]([NH:5][CH:6]=[N:7]2)=[N:3][CH:2]=1. The yield is 0.460. (3) The reactants are [F:1][C:2]1[CH:7]=[CH:6][C:5]([N:8]2[C:13](=[O:14])[C:12]([C:15]([OH:17])=O)=[CH:11][CH:10]=[N:9]2)=[CH:4][CH:3]=1.CCN=C=NCCCN(C)C.C1C=CC2N(O)N=NC=2C=1.[CH3:39][O:40][C:41]1[CH:83]=[CH:82][C:44]([CH2:45][N:46]2[C:50]3=[N:51][CH:52]=[CH:53][C:54]([O:55][C:56]4[CH:61]=[CH:60][C:59]([NH2:62])=[CH:58][C:57]=4[F:63])=[C:49]3[C:48]([C:64]3[CH:65]=[N:66][N:67]([CH:69]4[CH2:74][CH2:73][N:72]([C:75]([O:77][C:78]([CH3:81])([CH3:80])[CH3:79])=[O:76])[CH2:71][CH2:70]4)[CH:68]=3)=[N:47]2)=[CH:43][CH:42]=1.CCN(C(C)C)C(C)C. The catalyst is O.CN(C=O)C. The product is [F:63][C:57]1[CH:58]=[C:59]([NH:62][C:15]([C:12]2[C:13](=[O:14])[N:8]([C:5]3[CH:4]=[CH:3][C:2]([F:1])=[CH:7][CH:6]=3)[N:9]=[CH:10][CH:11]=2)=[O:17])[CH:60]=[CH:61][C:56]=1[O:55][C:54]1[CH:53]=[CH:52][N:51]=[C:50]2[N:46]([CH2:45][C:44]3[CH:43]=[CH:42][C:41]([O:40][CH3:39])=[CH:83][CH:82]=3)[N:47]=[C:48]([C:64]3[CH:65]=[N:66][N:67]([CH:69]4[CH2:74][CH2:73][N:72]([C:75]([O:77][C:78]([CH3:80])([CH3:81])[CH3:79])=[O:76])[CH2:71][CH2:70]4)[CH:68]=3)[C:49]=12. The yield is 0.0500. (4) The reactants are [CH3:1][S:2]([N:5]1[CH2:10][CH2:9][CH2:8][CH2:7][CH:6]1[CH:11]=[CH2:12])(=[O:4])=[O:3].ClC1C=CC=C(C(OO)=[O:21])C=1. The catalyst is C(Cl)Cl. The product is [CH3:1][S:2]([N:5]1[CH2:10][CH2:9][CH2:8][CH2:7][CH:6]1[CH:11]1[CH2:12][O:21]1)(=[O:4])=[O:3]. The yield is 0.310. (5) The reactants are [O:1]1[C:6]2[CH:7]=[CH:8][CH:9]=[CH:10][C:5]=2[NH:4][C:3](=[O:11])[CH2:2]1.FC(F)(F)C(OI(C1C=CC=CC=1)OC(=O)C(F)(F)F)=[O:15]. The catalyst is FC(F)(F)C(O)=O. The product is [OH:15][C:9]1[CH:8]=[CH:7][C:6]2[O:1][CH2:2][C:3](=[O:11])[NH:4][C:5]=2[CH:10]=1. The yield is 0.700. (6) The reactants are [C:1]([C:4]1[C:5]([C:29]2[CH:34]=[CH:33][CH:32]=[C:31]([F:35])[CH:30]=2)=[N:6][N:7]2[CH2:12][CH2:11][N:10]([C:13]([NH:15][CH:16]3[CH2:21][CH2:20][N:19](C(OC(C)(C)C)=O)[CH2:18][CH2:17]3)=[O:14])[CH2:9][C:8]=12)(=[O:3])[NH2:2].C(O)(C(F)(F)F)=O. The catalyst is C(Cl)Cl. The product is [F:35][C:31]1[CH:30]=[C:29]([C:5]2[C:4]([C:1]([NH2:2])=[O:3])=[C:8]3[CH2:9][N:10]([C:13]([NH:15][CH:16]4[CH2:17][CH2:18][NH:19][CH2:20][CH2:21]4)=[O:14])[CH2:11][CH2:12][N:7]3[N:6]=2)[CH:34]=[CH:33][CH:32]=1. The yield is 0.800. (7) The reactants are [N:1]1[N:5]2[C:6]3[CH2:12][N:11]([C:13]4[CH:14]=[C:15]([CH:19]=[CH:20][CH:21]=4)[C:16]([OH:18])=O)[CH2:10][C:7]=3[CH:8]=[N:9][C:4]2=[CH:3][CH:2]=1.C(N(CC)C(C)C)(C)C.CCCP(=O)=O.[CH:37]([C:40]1[CH:41]=[C:42]([CH:44]=[CH:45][CH:46]=1)[NH2:43])([CH3:39])[CH3:38]. The catalyst is CN(C1C=CN=CC=1)C.CN(C=O)C. The product is [N:1]1[N:5]2[C:6]3[CH2:12][N:11]([C:13]4[CH:14]=[C:15]([CH:19]=[CH:20][CH:21]=4)[C:16]([NH:43][C:42]4[CH:44]=[CH:45][CH:46]=[C:40]([CH:37]([CH3:39])[CH3:38])[CH:41]=4)=[O:18])[CH2:10][C:7]=3[CH:8]=[N:9][C:4]2=[CH:3][CH:2]=1. The yield is 0.190.